Task: Predict the reactants needed to synthesize the given product.. Dataset: Full USPTO retrosynthesis dataset with 1.9M reactions from patents (1976-2016) (1) Given the product [Cl:18][C:12]1[CH:13]=[C:14]([Cl:17])[CH:15]=[CH:16][C:11]=1[N:10]1[C:9]2[CH2:8][CH2:7][N:6]([N:19]3[CH2:20][CH2:21][CH2:22][CH2:23][CH2:24]3)[C:5](=[O:25])[C:4]=2[C:3]([CH3:26])=[C:2]1[C:32]1[CH:33]=[CH:34][C:29]([CH:27]=[O:28])=[CH:30][CH:31]=1, predict the reactants needed to synthesize it. The reactants are: Br[C:2]1[N:10]([C:11]2[CH:16]=[CH:15][C:14]([Cl:17])=[CH:13][C:12]=2[Cl:18])[C:9]2[CH2:8][CH2:7][N:6]([N:19]3[CH2:24][CH2:23][CH2:22][CH2:21][CH2:20]3)[C:5](=[O:25])[C:4]=2[C:3]=1[CH3:26].[CH:27]([C:29]1[CH:34]=[CH:33][C:32](B(O)O)=[CH:31][CH:30]=1)=[O:28].C([O-])([O-])=O.[Na+].[Na+]. (2) Given the product [Cl:1][C:2]1[CH:10]=[C:9]2[C:5]([CH2:6][N:7]([C:12]3[C:13]([CH3:36])=[C:14]([C:18]4[C:30]5[C:29]6[C:24](=[CH:25][C:26]([OH:31])=[CH:27][CH:28]=6)[NH:23][C:22]=5[C:21]([C:33]([NH2:35])=[O:34])=[N:20][CH:19]=4)[CH:15]=[CH:16][CH:17]=3)[C:8]2=[O:11])=[CH:4][CH:3]=1, predict the reactants needed to synthesize it. The reactants are: [Cl:1][C:2]1[CH:10]=[C:9]2[C:5]([CH2:6][N:7]([C:12]3[C:13]([CH3:36])=[C:14]([C:18]4[C:30]5[C:29]6[C:24](=[CH:25][C:26]([O:31]C)=[CH:27][CH:28]=6)[NH:23][C:22]=5[C:21]([C:33]([NH2:35])=[O:34])=[N:20][CH:19]=4)[CH:15]=[CH:16][CH:17]=3)[C:8]2=[O:11])=[CH:4][CH:3]=1.BrB(Br)Br.C([O-])(O)=O.[Na+]. (3) Given the product [CH2:27]([O:26][C:23]1[CH:22]=[CH:21][C:20]([C:18]2[NH:17][N:16]=[C:15]([C:13]([NH:12][CH:4]([CH2:5][C:6]3[CH:7]=[CH:8][CH:9]=[CH:10][CH:11]=3)[C:3]([OH:34])=[O:2])=[O:14])[CH:19]=2)=[CH:25][CH:24]=1)[C:28]1[CH:29]=[CH:30][CH:31]=[CH:32][CH:33]=1, predict the reactants needed to synthesize it. The reactants are: C[O:2][C:3](=[O:34])[CH:4]([NH:12][C:13]([C:15]1[CH:19]=[C:18]([C:20]2[CH:25]=[CH:24][C:23]([O:26][CH2:27][C:28]3[CH:33]=[CH:32][CH:31]=[CH:30][CH:29]=3)=[CH:22][CH:21]=2)[NH:17][N:16]=1)=[O:14])[CH2:5][C:6]1[CH:11]=[CH:10][CH:9]=[CH:8][CH:7]=1.O.[OH-].[Li+]. (4) Given the product [NH2:36][C:15]1[N:14]=[C:13]([C:12]2[S:11][C:10]([CH:20]3[CH2:25][CH2:24][O:23][CH2:22][CH2:21]3)=[N:9][C:8]=2[C:7]2[C:2]([Cl:1])=[C:3]([NH:26][S:27]([C:30]3[CH:34]=[CH:33][O:32][CH:31]=3)(=[O:28])=[O:29])[CH:4]=[CH:5][CH:6]=2)[CH:18]=[CH:17][N:16]=1, predict the reactants needed to synthesize it. The reactants are: [Cl:1][C:2]1[C:7]([C:8]2[N:9]=[C:10]([CH:20]3[CH2:25][CH2:24][O:23][CH2:22][CH2:21]3)[S:11][C:12]=2[C:13]2[CH:18]=[CH:17][N:16]=[C:15](Cl)[N:14]=2)=[CH:6][CH:5]=[CH:4][C:3]=1[NH:26][S:27]([C:30]1[CH:34]=[CH:33][O:32][CH:31]=1)(=[O:29])=[O:28].[OH-].[NH4+:36]. (5) Given the product [F:1][C:2]1[C:8]([N+:9]([O-:11])=[O:10])=[CH:7][CH:6]=[CH:5][C:3]=1[NH:4][C:20]([CH:49]1[CH2:47][CH2:48][CH2:14][N:13]([CH3:12])[CH2:15]1)=[O:24], predict the reactants needed to synthesize it. The reactants are: [F:1][C:2]1[C:8]([N+:9]([O-:11])=[O:10])=[CH:7][CH:6]=[CH:5][C:3]=1[NH2:4].[CH3:12][N:13]([CH:15]=O)[CH3:14].CN([C:20]([O:24]N1N=NC2C=CC=NC1=2)=[N+](C)C)C.F[P-](F)(F)(F)(F)F.CCN([CH:47]([CH3:49])[CH3:48])C(C)C. (6) The reactants are: CO[C:3](=[O:24])[C:4]1[CH:9]=[CH:8][CH:7]=[C:6]([C:10]2[CH:15]=[CH:14][N:13]=[C:12]([CH2:16][O:17][CH:18]3[CH2:23][CH2:22][CH2:21][CH2:20][O:19]3)[CH:11]=2)[CH:5]=1.[C:25]([O:28][C:29]([CH3:32])([CH3:31])[CH3:30])(=[O:27])[CH3:26]. Given the product [C:29]([O:28][C:25](=[O:27])[CH2:26][C:3](=[O:24])[C:4]1[CH:9]=[CH:8][CH:7]=[C:6]([C:10]2[CH:15]=[CH:14][N:13]=[C:12]([CH2:16][O:17][CH:18]3[CH2:23][CH2:22][CH2:21][CH2:20][O:19]3)[CH:11]=2)[CH:5]=1)([CH3:32])([CH3:31])[CH3:30], predict the reactants needed to synthesize it. (7) Given the product [F:23][C:24]1[CH:31]=[CH:30][CH:29]=[CH:28][C:25]=1[CH2:26][O:20][C:17]1[CH:18]=[CH:19][C:14]([CH2:13][C:10]2[CH:9]=[C:8]([C:7]3[C:2]([NH2:1])=[N:3][CH:4]=[CH:5][CH:6]=3)[O:12][N:11]=2)=[CH:15][CH:16]=1, predict the reactants needed to synthesize it. The reactants are: [NH2:1][C:2]1[C:7]([C:8]2[O:12][N:11]=[C:10]([CH2:13][C:14]3[CH:19]=[CH:18][C:17]([OH:20])=[CH:16][CH:15]=3)[CH:9]=2)=[CH:6][CH:5]=[CH:4][N:3]=1.[OH-].[Na+].[F:23][C:24]1[CH:31]=[CH:30][CH:29]=[CH:28][C:25]=1[CH2:26]Br. (8) Given the product [CH2:1]([NH:8][C:9]1[C:10]2[N:11]([CH:25]=[CH:26][C:27]=2[C:28]2[CH:33]=[CH:32][CH:31]=[CH:30][CH:29]=2)[N:12]=[C:13]([C:15]2[CH:16]=[C:17]([S:21]([NH:24][C:41](=[O:43])[CH3:42])(=[O:23])=[O:22])[CH:18]=[N:19][CH:20]=2)[CH:14]=1)[C:2]1[CH:3]=[CH:4][CH:5]=[CH:6][CH:7]=1, predict the reactants needed to synthesize it. The reactants are: [CH2:1]([NH:8][C:9]1[C:10]2[N:11]([CH:25]=[CH:26][C:27]=2[C:28]2[CH:33]=[CH:32][CH:31]=[CH:30][CH:29]=2)[N:12]=[C:13]([C:15]2[CH:16]=[C:17]([S:21]([NH2:24])(=[O:23])=[O:22])[CH:18]=[N:19][CH:20]=2)[CH:14]=1)[C:2]1[CH:7]=[CH:6][CH:5]=[CH:4][CH:3]=1.C(N(CC)CC)C.[C:41](Cl)(=[O:43])[CH3:42].